Dataset: Full USPTO retrosynthesis dataset with 1.9M reactions from patents (1976-2016). Task: Predict the reactants needed to synthesize the given product. (1) Given the product [CH:1]1([CH2:6][CH:7]([C:11]2[CH:16]=[CH:15][C:14]([N+:17]([O-:19])=[O:18])=[CH:13][CH:12]=2)[C:8]([NH:26][C:27]2[S:28][CH:29]=[CH:30][N:31]=2)=[O:10])[CH2:2][CH2:3][CH2:4][CH2:5]1, predict the reactants needed to synthesize it. The reactants are: [CH:1]1([CH2:6][CH:7]([C:11]2[CH:16]=[CH:15][C:14]([N+:17]([O-:19])=[O:18])=[CH:13][CH:12]=2)[C:8]([OH:10])=O)[CH2:5][CH2:4][CH2:3][CH2:2]1.C(Cl)(=O)C(Cl)=O.[NH2:26][C:27]1[S:28][CH:29]=[CH:30][N:31]=1.C(N(CC)C(C)C)(C)C. (2) Given the product [OH:4][C:5]1[C:6]([S:11][CH2:12][C:13]([O:15][CH3:16])=[O:14])=[N:7][CH:8]=[CH:9][CH:10]=1, predict the reactants needed to synthesize it. The reactants are: C([O:4][C:5]1[C:6]([S:11][CH2:12][C:13]([O:15][CH3:16])=[O:14])=[N:7][CH:8]=[CH:9][CH:10]=1)(=O)C.C(=O)([O-])[O-].[K+].[K+].CO.